From a dataset of Full USPTO retrosynthesis dataset with 1.9M reactions from patents (1976-2016). Predict the reactants needed to synthesize the given product. (1) The reactants are: [C:1]([C:4]1[CH:9]=[CH:8][C:7]([CH2:10][C:11]([O:13][CH2:14][C:15]2[CH:20]=[CH:19][C:18]([N+:21]([O-:23])=[O:22])=[CH:17][CH:16]=2)=[O:12])=[C:6]([NH:24][C:25]([O:27][CH2:28][CH:29]=[CH2:30])=[O:26])[CH:5]=1)(=[O:3])[CH3:2].C[Si](OS(C(F)(F)F)(=O)=O)(C)C.C([O:46][C@@H:47]1[C@@H:50]([C@H:51]([O:53][Si:54]([C:57]([CH3:60])([CH3:59])[CH3:58])([CH3:56])[CH3:55])[CH3:52])[C:49](=O)[NH:48]1)(=O)C.S([O-])(O)(=O)=O.[K+]. Given the product [CH2:28]([O:27][C:25]([NH:24][C:6]1[CH:5]=[C:4]([C:1](=[O:3])[CH2:2][C@@H:49]2[C@@H:50]([C@H:51]([O:53][Si:54]([C:57]([CH3:60])([CH3:59])[CH3:58])([CH3:55])[CH3:56])[CH3:52])[C:47](=[O:46])[NH:48]2)[CH:9]=[CH:8][C:7]=1[CH2:10][C:11]([O:13][CH2:14][C:15]1[CH:20]=[CH:19][C:18]([N+:21]([O-:23])=[O:22])=[CH:17][CH:16]=1)=[O:12])=[O:26])[CH:29]=[CH2:30], predict the reactants needed to synthesize it. (2) The reactants are: C([N:8]1[CH2:13][CH2:12][C:11]([C:20]([N:22]2[CH2:27][CH2:26][CH2:25][CH2:24][CH2:23]2)=[O:21])([N:14]2[CH2:19][CH2:18][CH2:17][CH2:16][CH2:15]2)[CH2:10][CH2:9]1)C1C=CC=CC=1.C1(N)C(F)=C(F)C(F)=C(N)C=1F.Cl.Cl. Given the product [N:22]1([C:20]([C:11]2([N:14]3[CH2:15][CH2:16][CH2:17][CH2:18][CH2:19]3)[CH2:10][CH2:9][NH:8][CH2:13][CH2:12]2)=[O:21])[CH2:23][CH2:24][CH2:25][CH2:26][CH2:27]1, predict the reactants needed to synthesize it. (3) Given the product [CH2:1]([NH:5][C:6]1[C:7]([NH2:14])=[CH:8][C:9]([CH3:13])=[C:10]([Cl:12])[CH:11]=1)[CH2:2][CH2:3][CH3:4], predict the reactants needed to synthesize it. The reactants are: [CH2:1]([NH:5][C:6]1[CH:11]=[C:10]([Cl:12])[C:9]([CH3:13])=[CH:8][C:7]=1[N+:14]([O-])=O)[CH2:2][CH2:3][CH3:4]. (4) Given the product [N:12]1([C:7]([C:2]2([CH3:1])[CH2:3][CH2:4][CH2:5][CH2:6]2)=[O:9])[CH:11]=[CH:10][N:14]=[CH:13]1, predict the reactants needed to synthesize it. The reactants are: [CH3:1][C:2]1([C:7]([OH:9])=O)[CH2:6][CH2:5][CH2:4][CH2:3]1.[CH:10]1[N:14]=[CH:13][N:12](C([N:12]2[CH:13]=[N:14][CH:10]=[CH:11]2)=O)[CH:11]=1. (5) Given the product [Cl:14][C:15]1[CH:16]=[C:17]([C:18]([C:3]2[C:4]3[CH:5]=[N:6][CH:7]=[CH:8][C:9]=3[NH:1][CH:2]=2)=[O:19])[CH:21]=[CH:22][N:23]=1, predict the reactants needed to synthesize it. The reactants are: [NH:1]1[C:9]2[CH:8]=[CH:7][N:6]=[CH:5][C:4]=2[CH:3]=[CH:2]1.[Al+3].[Cl-].[Cl-].[Cl-].[Cl:14][C:15]1[CH:16]=[C:17]([CH:21]=[CH:22][N:23]=1)[C:18](Cl)=[O:19].[OH-].[Na+].